This data is from Reaction yield outcomes from USPTO patents with 853,638 reactions. The task is: Predict the reaction yield, written as a fraction of the theoretical maximum amount of product (1.0 means a 100% yield; for example, 0.34 means a 34% yield). (1) The reactants are BrC1C=C([C:9]2([C:17]3[CH:22]=[CH:21][C:20](O)=CC=3)[NH:13]C(=S)N(C)C2=O)C=CC=1F.[CH3:24][C:25]([C:29]1[CH:34]=[CH:33][C:32]([S:35]([O:38][C:39]2[CH:44]=[CH:43][C:42]([C:45]3([C:53]4[CH:58]=[CH:57][C:56]([F:59])=[C:55](Br)[CH:54]=4)[C:49](=[O:50])[N:48]([CH3:51])[C:47]([NH2:52])=[N:46]3)=[CH:41][CH:40]=2)(=[O:37])=[O:36])=[CH:31][CH:30]=1)([CH3:28])[CH2:26][CH3:27].N1C=CC=C(B(O)O)C=1. No catalyst specified. The product is [CH3:24][C:25]([C:29]1[CH:34]=[CH:33][C:32]([S:35]([O:38][C:39]2[CH:44]=[CH:43][C:42]([C:45]3([C:53]4[CH:58]=[CH:57][C:56]([F:59])=[C:55]([C:21]5[CH:20]=[N:13][CH:9]=[CH:17][CH:22]=5)[CH:54]=4)[C:49](=[O:50])[N:48]([CH3:51])[C:47]([NH2:52])=[N:46]3)=[CH:41][CH:40]=2)(=[O:37])=[O:36])=[CH:31][CH:30]=1)([CH3:28])[CH2:26][CH3:27]. The yield is 0.0400. (2) The reactants are [Cl:1][C:2]1[CH:7]=[CH:6][N:5]=[C:4]2[CH:8]=[C:9]([C:11]([O-:13])=O)[S:10][C:3]=12.[Li+].[OH:15][C@@H:16]1[CH2:20][CH2:19][NH:18][CH2:17]1. No catalyst specified. The product is [Cl:1][C:2]1[CH:7]=[CH:6][N:5]=[C:4]2[CH:8]=[C:9]([C:11]([N:18]3[CH2:19][CH2:20][C@@H:16]([OH:15])[CH2:17]3)=[O:13])[S:10][C:3]=12. The yield is 0.360. (3) The reactants are [OH:1][CH:2]1[CH2:7][CH2:6][CH:5]([C:8]([OH:10])=[O:9])[CH2:4][CH2:3]1.S(=O)(=O)(O)O.[CH3:16]O. No catalyst specified. The product is [OH:1][C@H:2]1[CH2:7][CH2:6][C@H:5]([C:8]([O:10][CH3:16])=[O:9])[CH2:4][CH2:3]1. The yield is 0.960. (4) The reactants are [Cl:1][C:2]1[CH:10]=[C:6]([C:7]([OH:9])=O)[C:5]([OH:11])=[CH:4][CH:3]=1.[NH2:12][C:13]1[S:14][C:15]([C:22](=[O:27])[C:23]([CH3:26])([CH3:25])[CH3:24])=[C:16]([C:18]([CH3:21])([CH3:20])[CH3:19])[N:17]=1.P(Cl)(Cl)Cl. The catalyst is ClC1C=CC=CC=1. The product is [Cl:1][C:2]1[CH:3]=[CH:4][C:5]([OH:11])=[C:6]([CH:10]=1)[C:7]([NH:12][C:13]1[S:14][C:15]([C:22](=[O:27])[C:23]([CH3:26])([CH3:25])[CH3:24])=[C:16]([C:18]([CH3:20])([CH3:21])[CH3:19])[N:17]=1)=[O:9]. The yield is 0.484. (5) The reactants are Br[C:2]1[CH:3]=[C:4]([CH2:8][CH2:9][OH:10])[CH:5]=[CH:6][CH:7]=1.[O:11]1[CH2:15][CH2:14][NH:13][C:12]1=[O:16]. No catalyst specified. The product is [OH:10][CH2:9][CH2:8][C:4]1[CH:3]=[C:2]([N:13]2[CH2:14][CH2:15][O:11][C:12]2=[O:16])[CH:7]=[CH:6][CH:5]=1. The yield is 0.480. (6) The reactants are F[P-](F)(F)(F)(F)F.[N:8]1(OC(N(C)C)=[N+](C)C)[C:12]2[CH:13]=[CH:14][CH:15]=[CH:16][C:11]=2N=N1.NC1C=CC=CC=1.[C:32]([CH2:34][CH2:35][CH2:36][CH2:37][CH2:38][CH:39]([C:43]1[S:47][N:46]=[C:45]([CH3:48])[N:44]=1)[C:40](O)=[O:41])#[N:33].C(N(CC)CC)C. The catalyst is ClCCl. The product is [C:12]1([NH:8][C:40](=[O:41])[CH:39]([C:43]2[S:47][N:46]=[C:45]([CH3:48])[N:44]=2)[CH2:38][CH2:37][CH2:36][CH2:35][CH2:34][C:32]#[N:33])[CH:11]=[CH:16][CH:15]=[CH:14][CH:13]=1. The yield is 0.730.